From a dataset of Full USPTO retrosynthesis dataset with 1.9M reactions from patents (1976-2016). Predict the reactants needed to synthesize the given product. (1) Given the product [CH:23]1[N:24]=[C:25]([NH2:29])[C:26]2[N:27]=[CH:28][N:20]([C@@H:12]3[O:11][C@H:10]([CH2:9][C@@H:8]([NH2:30])[CH2:7][CH2:6][C@H:2]([NH2:1])[C:3]([OH:5])=[O:4])[C@@H:14]([OH:15])[C@H:13]3[OH:19])[C:21]=2[N:22]=1, predict the reactants needed to synthesize it. The reactants are: [NH2:1][C@@H:2]([CH2:6][CH2:7][C@H:8]([NH2:30])[CH2:9][C@@H:10]1[C@@H:14]([O:15]CC#C)[C@@H:13]([OH:19])[C@H:12]([N:20]2[CH:28]=[N:27][C:26]3[C:21]2=[N:22][CH:23]=[N:24][C:25]=3[NH2:29])[O:11]1)[C:3]([OH:5])=[O:4].O=C1O[C@H]([C@H](CO)O)C([O-])=C1O.[Na+].[N-]=[N+]=[N-].C(#N)C.O.C(O)(C(F)(F)F)=O. (2) Given the product [CH:1]1([CH:6]2[CH2:14][C:13]3[C:8](=[C:9]([CH3:32])[C:10]([CH3:31])=[C:11]([O:15][CH2:16][C:17]4[CH:22]=[CH:21][CH:20]=[C:19]([C:23]5[CH:24]=[N:25][CH:26]=[C:27]([C:28]6[NH:36][N:35]=[N:34][N:29]=6)[CH:30]=5)[CH:18]=4)[CH:12]=3)[C:7]2=[O:33])[CH2:2][CH2:3][CH2:4][CH2:5]1, predict the reactants needed to synthesize it. The reactants are: [CH:1]1([CH:6]2[CH2:14][C:13]3[C:8](=[C:9]([CH3:32])[C:10]([CH3:31])=[C:11]([O:15][CH2:16][C:17]4[CH:18]=[C:19]([C:23]5[CH:24]=[N:25][CH:26]=[C:27]([CH:30]=5)[C:28]#[N:29])[CH:20]=[CH:21][CH:22]=4)[CH:12]=3)[C:7]2=[O:33])[CH2:5][CH2:4][CH2:3][CH2:2]1.[N:34]([Si](C)(C)C)=[N+:35]=[N-:36].C([Sn](CCCC)=O)CCC. (3) Given the product [CH3:23][NH:22][C:20]([C:16]1[CH:15]=[C:14]([O:1][C:2]2[CH:3]=[CH:4][C:5]([CH2:8][CH2:9][C:10]([OH:12])=[O:11])=[CH:6][CH:7]=2)[CH:19]=[CH:18][N:17]=1)=[O:21], predict the reactants needed to synthesize it. The reactants are: [OH:1][C:2]1[CH:7]=[CH:6][C:5]([CH2:8][CH2:9][C:10]([OH:12])=[O:11])=[CH:4][CH:3]=1.Cl[C:14]1[CH:19]=[CH:18][N:17]=[C:16]([C:20]([NH:22][CH3:23])=[O:21])[CH:15]=1.C(=O)([O-])[O-].[Cs+].[Cs+]. (4) Given the product [I:13][C:12]1[N:7]2[CH:8]=[CH:9][CH:10]=[CH:11][C:6]2=[N:5][C:4]=1[CH2:3][O:2][CH3:1], predict the reactants needed to synthesize it. The reactants are: [CH3:1][O:2][CH2:3][C:4]1[N:5]=[C:6]2[CH:11]=[CH:10][CH:9]=[CH:8][N:7]2[CH:12]=1.[I:13]N1C(=O)CCC1=O.C(=O)([O-])O.[Na+]. (5) Given the product [CH:1]1([C@@H:4]([C:10]2[CH:19]=[C:18]3[C:13]([CH2:14][CH2:15][CH:16]([C:20]4[CH:25]=[CH:24][C:23]([C:26]5[CH:31]=[C:30]([O:32][CH3:33])[CH:29]=[CH:28][C:27]=5[F:34])=[CH:22][CH:21]=4)[O:17]3)=[CH:12][CH:11]=2)[CH2:5][C:6]([OH:8])=[O:7])[CH2:3][CH2:2]1, predict the reactants needed to synthesize it. The reactants are: [CH:1]1([C@@H:4]([C:10]2[CH:19]=[C:18]3[C:13]([CH2:14][CH2:15][CH:16]([C:20]4[CH:25]=[CH:24][C:23]([C:26]5[CH:31]=[C:30]([O:32][CH3:33])[CH:29]=[CH:28][C:27]=5[F:34])=[CH:22][CH:21]=4)[O:17]3)=[CH:12][CH:11]=2)[CH2:5][C:6]([O:8]C)=[O:7])[CH2:3][CH2:2]1.[Li+].[OH-].Cl. (6) Given the product [Cl:4][P:1]([N:7]([CH2:8][CH3:9])[CH2:5][CH3:6])[N:7]([CH2:8][CH3:9])[CH2:5][CH3:6], predict the reactants needed to synthesize it. The reactants are: [P:1]([Cl:4])(Cl)Cl.[CH2:5]([NH:7][CH2:8][CH3:9])[CH3:6]. (7) Given the product [S:5]([OH:9])(=[O:8])(=[O:7])[CH3:6].[C:10]([C:12]1[CH:17]=[CH:16][C:15]([NH:18][CH2:19][C:20]2[N:24]([CH3:25])[C:23]3[CH:26]=[CH:27][C:28]([C:30]([N:32]([CH2:39][CH2:40][C:41]([O:43][CH2:44][CH3:45])=[O:42])[C:33]4[CH:38]=[CH:37][CH:36]=[CH:35][N:34]=4)=[O:31])=[CH:29][C:22]=3[N:21]=2)=[CH:14][CH:13]=1)(=[NH:50])[NH2:11], predict the reactants needed to synthesize it. The reactants are: Cl.[Cl-].[Ca+2].[Cl-].[S:5]([OH:9])(=[O:8])(=[O:7])[CH3:6].[C:10]([C:12]1[CH:17]=[CH:16][C:15]([NH:18][CH2:19][C:20]2[N:24]([CH3:25])[C:23]3[CH:26]=[CH:27][C:28]([C:30]([N:32]([CH2:39][CH2:40][C:41]([O:43][CH2:44][CH3:45])=[O:42])[C:33]4[CH:38]=[CH:37][CH:36]=[CH:35][N:34]=4)=[O:31])=[CH:29][C:22]=3[N:21]=2)=[CH:14][CH:13]=1)#[N:11].C(=O)([O-])[O-].[NH4+:50].[NH4+].N. (8) Given the product [Si:1]([O:8][CH2:9][CH:10]([OH:17])[C:11]#[CH:12])([C:4]([CH3:7])([CH3:6])[CH3:5])([CH3:3])[CH3:2], predict the reactants needed to synthesize it. The reactants are: [Si:1]([O:8][CH2:9][CH:10]([OH:17])[C:11]#[C:12][Si](C)(C)C)([C:4]([CH3:7])([CH3:6])[CH3:5])([CH3:3])[CH3:2].C([O-])([O-])=O.[K+].[K+]. (9) Given the product [CH2:35]([N:42]1[CH2:46][CH2:45][C@@H:44]([NH:47][C:27]([NH:20][C:19]2[CH:21]=[CH:22][C:16]([O:15][C:6]3[C:5]4[C:10](=[CH:11][C:12]([O:13][CH3:14])=[C:3]([O:2][CH3:1])[CH:4]=4)[N:9]=[CH:8][CH:7]=3)=[CH:17][CH:18]=2)=[O:33])[CH2:43]1)[C:36]1[CH:37]=[CH:38][CH:39]=[CH:40][CH:41]=1, predict the reactants needed to synthesize it. The reactants are: [CH3:1][O:2][C:3]1[CH:4]=[C:5]2[C:10](=[CH:11][C:12]=1[O:13][CH3:14])[N:9]=[CH:8][CH:7]=[C:6]2[O:15][C:16]1[CH:22]=[CH:21][C:19]([NH2:20])=[CH:18][CH:17]=1.ClC(Cl)(O[C:27](=[O:33])OC(Cl)(Cl)Cl)Cl.[CH2:35]([N:42]1[CH2:46][CH2:45][C@@H:44]([NH2:47])[CH2:43]1)[C:36]1[CH:41]=[CH:40][CH:39]=[CH:38][CH:37]=1.C(=O)([O-])O.[Na+].